Dataset: Peptide-MHC class I binding affinity with 185,985 pairs from IEDB/IMGT. Task: Regression. Given a peptide amino acid sequence and an MHC pseudo amino acid sequence, predict their binding affinity value. This is MHC class I binding data. The peptide sequence is AEVAELYRL. The MHC is Mamu-A11 with pseudo-sequence Mamu-A11. The binding affinity (normalized) is 0.880.